This data is from Full USPTO retrosynthesis dataset with 1.9M reactions from patents (1976-2016). The task is: Predict the reactants needed to synthesize the given product. (1) Given the product [Cl:30][C:19]1[CH:18]=[C:17]([O:16][C:10]2[C:9]3[C:14](=[CH:15][C:6]([O:5][CH2:4][CH2:3][CH2:2][N:39]([CH2:43][CH2:44][OH:45])[CH2:40][CH2:41][OH:42])=[C:7]([O:31][CH3:32])[CH:8]=3)[N:13]=[CH:12][CH:11]=2)[CH:22]=[CH:21][C:20]=1[NH:23][C:24]([NH:26][CH2:27][CH2:28][CH3:29])=[O:25], predict the reactants needed to synthesize it. The reactants are: Br[CH2:2][CH2:3][CH2:4][O:5][C:6]1[CH:15]=[C:14]2[C:9]([C:10]([O:16][C:17]3[CH:22]=[CH:21][C:20]([NH:23][C:24]([NH:26][CH2:27][CH2:28][CH3:29])=[O:25])=[C:19]([Cl:30])[CH:18]=3)=[CH:11][CH:12]=[N:13]2)=[CH:8][C:7]=1[O:31][CH3:32].C(=O)([O-])[O-].[K+].[K+].[NH:39]([CH2:43][CH2:44][OH:45])[CH2:40][CH2:41][OH:42].O. (2) The reactants are: [C:1]([O:5][C:6]([N:8]1[CH2:13][CH2:12][C:11]2[N:14]([CH3:29])[C:15]([C:17]3[C:22]([C:23]#[CH:24])=[CH:21][N:20]=[C:19]([NH:25][C:26](=[O:28])[CH3:27])[N:18]=3)=[CH:16][C:10]=2[C:9]1=[O:30])=[O:7])([CH3:4])([CH3:3])[CH3:2].[C:31]([O-])([O-])=O.[Cs+].[Cs+].CI. Given the product [C:1]([O:5][C:6]([N:8]1[CH2:13][CH2:12][C:11]2[N:14]([CH3:29])[C:15]([C:17]3[C:22]([C:23]#[CH:24])=[CH:21][N:20]=[C:19]([N:25]([C:26](=[O:28])[CH3:27])[CH3:31])[N:18]=3)=[CH:16][C:10]=2[C:9]1=[O:30])=[O:7])([CH3:4])([CH3:3])[CH3:2], predict the reactants needed to synthesize it. (3) Given the product [Cl:15][C:16]1[C:24]([F:25])=[C:23]([CH:22]=[CH:18][C:17]=1[F:26])[C:6]([O:10][C:11]([CH3:12])([CH3:13])[CH3:14])=[O:5], predict the reactants needed to synthesize it. The reactants are: C([O:5][CH:6]([O:10][C:11]([CH3:14])([CH3:13])[CH3:12])N(C)C)(C)(C)C.[Cl:15][C:16]1[C:17]([F:26])=[C:18]([CH:22]=[CH:23][C:24]=1[F:25])C(O)=O.CN(C=O)C. (4) Given the product [C:1]([O:4][C@@H:5]1[C@@H:10]([O:11][C:12](=[O:14])[CH3:13])[C@H:9]([O:15][C:16](=[O:18])[CH3:17])[C@@H:8]([CH2:19][O:20][C:21](=[O:23])[CH3:22])[O:7][C@H:6]1[C:24]1[CH:29]=[CH:28][C:27]([Cl:30])=[C:26]([CH2:31][C:32]2[S:33][C:34]([C:44]3[CH:43]=[CH:42][CH:41]=[C:40]([CH:38]=[O:39])[CH:45]=3)=[CH:35][CH:36]=2)[CH:25]=1)(=[O:3])[CH3:2], predict the reactants needed to synthesize it. The reactants are: [C:1]([O:4][C@@H:5]1[C@@H:10]([O:11][C:12](=[O:14])[CH3:13])[C@H:9]([O:15][C:16](=[O:18])[CH3:17])[C@@H:8]([CH2:19][O:20][C:21](=[O:23])[CH3:22])[O:7][C@H:6]1[C:24]1[CH:29]=[CH:28][C:27]([Cl:30])=[C:26]([CH2:31][C:32]2[S:33][C:34](Br)=[CH:35][CH:36]=2)[CH:25]=1)(=[O:3])[CH3:2].[CH:38]([C:40]1[CH:41]=[C:42](B(O)O)[CH:43]=[CH:44][CH:45]=1)=[O:39]. (5) Given the product [NH2:1][C:4]1[CH:5]=[N:6][C:7]2[C:12]([C:13]=1[OH:14])=[N:11][CH:10]=[CH:9][CH:8]=2, predict the reactants needed to synthesize it. The reactants are: [N+:1]([C:4]1[CH:5]=[N:6][C:7]2[C:12]([C:13]=1[OH:14])=[N:11][CH:10]=[CH:9][CH:8]=2)([O-])=O.[OH-].[NH4+].